Dataset: Forward reaction prediction with 1.9M reactions from USPTO patents (1976-2016). Task: Predict the product of the given reaction. (1) Given the reactants [Cl:1][C:2]1[C:10]2[C:5](=[CH:6][CH:7]=[CH:8][CH:9]=2)[N:4]([C:11]2[CH:18]=[CH:17][C:14]([CH2:15][NH2:16])=[CH:13][CH:12]=2)[C:3]=1[C:19]1[O:20][C:21]([CH3:24])=[CH:22][N:23]=1.[CH3:25][O:26][C:27]1[CH:31]=[C:30]([C:32]([NH:34][C:35]2([C:38](O)=[O:39])[CH2:37][CH2:36]2)=[O:33])[O:29][N:28]=1.C(Cl)CCl.O.OC1C2N=NNC=2C=CC=1.C(N(CC)CC)C, predict the reaction product. The product is: [Cl:1][C:2]1[C:10]2[C:5](=[CH:6][CH:7]=[CH:8][CH:9]=2)[N:4]([C:11]2[CH:12]=[CH:13][C:14]([CH2:15][NH:16][C:38]([C:35]3([NH:34][C:32]([C:30]4[O:29][N:28]=[C:27]([O:26][CH3:25])[CH:31]=4)=[O:33])[CH2:36][CH2:37]3)=[O:39])=[CH:17][CH:18]=2)[C:3]=1[C:19]1[O:20][C:21]([CH3:24])=[CH:22][N:23]=1. (2) Given the reactants C(OC(=O)[NH:7][CH:8]1[CH2:13][CH2:12][N:11]([C:14]2[CH:19]=[CH:18][C:17]([C:20]3[CH:25]=[C:24]([C:26](=[O:40])[NH:27][CH2:28][C:29]4[C:30](=[O:39])[NH:31][C:32]([CH3:38])=[CH:33][C:34]=4[CH:35]([CH3:37])[CH3:36])[C:23]([CH3:41])=[C:22]([N:42]([CH2:49][CH3:50])[CH:43]4[CH2:48][CH2:47][O:46][CH2:45][CH2:44]4)[CH:21]=3)=[CH:16][N:15]=2)[CH2:10][CH2:9]1)(C)(C)C.C(O)(C(F)(F)F)=O, predict the reaction product. The product is: [NH2:7][CH:8]1[CH2:9][CH2:10][N:11]([C:14]2[N:15]=[CH:16][C:17]([C:20]3[CH:21]=[C:22]([N:42]([CH2:49][CH3:50])[CH:43]4[CH2:44][CH2:45][O:46][CH2:47][CH2:48]4)[C:23]([CH3:41])=[C:24]([CH:25]=3)[C:26]([NH:27][CH2:28][C:29]3[C:30](=[O:39])[NH:31][C:32]([CH3:38])=[CH:33][C:34]=3[CH:35]([CH3:37])[CH3:36])=[O:40])=[CH:18][CH:19]=2)[CH2:12][CH2:13]1.